From a dataset of Full USPTO retrosynthesis dataset with 1.9M reactions from patents (1976-2016). Predict the reactants needed to synthesize the given product. (1) The reactants are: [F:1][C:2]1[CH:7]=[C:6]([N+:8]([O-:10])=[O:9])[CH:5]=[CH:4][C:3]=1[CH:11](C(OCC)=O)[C:12]([O:14][CH2:15][CH3:16])=[O:13].[Na+].[Cl-]. Given the product [F:1][C:2]1[CH:7]=[C:6]([N+:8]([O-:10])=[O:9])[CH:5]=[CH:4][C:3]=1[CH2:11][C:12]([O:14][CH2:15][CH3:16])=[O:13], predict the reactants needed to synthesize it. (2) Given the product [N:25]1[CH:26]=[CH:27][CH:28]=[C:23]([C:20]([OH:21])([CH3:22])[CH2:19][N:6]2[C:7]3[CH:8]=[CH:9][C:10]([CH3:14])=[C:11]([CH3:13])[C:12]=3[C:4]3[CH2:3][N:2]([CH3:1])[CH2:16][CH2:15][C:5]2=3)[CH:24]=1, predict the reactants needed to synthesize it. The reactants are: [CH3:1][N:2]1[CH2:16][CH2:15][C:5]2[NH:6][C:7]3[CH:8]=[CH:9][C:10]([CH3:14])=[C:11]([CH3:13])[C:12]=3[C:4]=2[CH2:3]1.[H-].[Na+].[CH3:19][C:20]1([C:23]2[CH:24]=[N:25][CH:26]=[CH:27][CH:28]=2)[CH2:22][O:21]1. (3) Given the product [Br:1][C:2]1[CH:3]=[C:4]([CH:20]=[CH:21][C:22]=1[CH3:23])[C:5]([NH:7][C:8]1[CH:13]=[CH:12][C:11]([CH2:14][N:24]2[CH2:29][CH2:28][O:27][CH2:26][CH2:25]2)=[C:10]([C:16]([F:17])([F:18])[F:19])[CH:9]=1)=[O:6], predict the reactants needed to synthesize it. The reactants are: [Br:1][C:2]1[CH:3]=[C:4]([CH:20]=[CH:21][C:22]=1[CH3:23])[C:5]([NH:7][C:8]1[CH:13]=[CH:12][C:11]([CH:14]=O)=[C:10]([C:16]([F:19])([F:18])[F:17])[CH:9]=1)=[O:6].[NH:24]1[CH2:29][CH2:28][O:27][CH2:26][CH2:25]1. (4) Given the product [OH:4][CH2:3][C@@H:2]1[C@H:5]2[O:10][C:22]([CH3:24])([CH3:21])[O:9][C@H:6]2[CH:7]([OH:8])[O:1]1, predict the reactants needed to synthesize it. The reactants are: [OH:1][C@H:2]([C@H:5]([OH:10])[C@H:6]([OH:9])[CH2:7][OH:8])[CH:3]=[O:4].OS(O)(=O)=O.C([O-])(O)=O.[Na+].[CH3:21][C:22]([CH3:24])=O. (5) Given the product [CH3:27][C:25]1[N:11]([C:8]2[CH:7]=[CH:6][C:5]([O:4][C:3]([F:13])([F:14])[F:2])=[CH:10][CH:9]=2)[N:12]=[CH:18][C:19]=1[C:20]([OH:22])=[O:21], predict the reactants needed to synthesize it. The reactants are: Cl.[F:2][C:3]([F:14])([F:13])[O:4][C:5]1[CH:10]=[CH:9][C:8]([NH:11][NH2:12])=[CH:7][CH:6]=1.C(O[CH:18]=[C:19]([C:25]([CH3:27])=O)[C:20]([O:22]CC)=[O:21])C.[OH-].[Na+].Cl. (6) Given the product [OH:4][C:5]1[CH:10]=[CH:9][C:8]([C:11]2[NH:12][C:13]3[C:18]([C:19]=2[C:20]2[CH:25]=[CH:24][C:23]([S:26]([CH3:29])(=[O:27])=[O:28])=[CH:22][CH:21]=2)=[CH:17][C:16]([Cl:30])=[CH:15][CH:14]=3)=[CH:7][CH:6]=1, predict the reactants needed to synthesize it. The reactants are: C([O:4][C:5]1[CH:10]=[CH:9][C:8]([C:11]2[NH:12][C:13]3[C:18]([C:19]=2[C:20]2[CH:25]=[CH:24][C:23]([S:26]([CH3:29])(=[O:28])=[O:27])=[CH:22][CH:21]=2)=[CH:17][C:16]([Cl:30])=[CH:15][CH:14]=3)=[CH:7][CH:6]=1)(=O)C.[OH-].[Na+]. (7) The reactants are: NC[C:3]1[CH:11]=[CH:10][C:6]([C:7]([OH:9])=[O:8])=[CH:5][C:4]=1[N+:12]([O-:14])=[O:13].ClC(OCC1C2C=CC=CC=2C2C1=CC=CC=2)=O. Given the product [N+:12]([C:4]1[CH:5]=[C:6]([CH:10]=[CH:11][CH:3]=1)[C:7]([OH:9])=[O:8])([O-:14])=[O:13], predict the reactants needed to synthesize it. (8) Given the product [Cl:1][C:2]1[CH:3]=[CH:4][C:5]([CH:8]2[C:12]3[N:13]([CH3:19])[N:14]=[C:15]([CH:16]4[CH2:17][CH2:18]4)[C:11]=3[C:10](=[O:20])[N:9]2[C:22]2[CH:23]=[C:24]([CH3:32])[C:25]3[N:26]([C:28]([CH3:31])=[N:29][N:30]=3)[N:27]=2)=[CH:6][CH:7]=1, predict the reactants needed to synthesize it. The reactants are: [Cl:1][C:2]1[CH:7]=[CH:6][C:5]([CH:8]2[C:12]3[N:13]([CH3:19])[N:14]=[C:15]([CH:16]4[CH2:18][CH2:17]4)[C:11]=3[C:10](=[O:20])[NH:9]2)=[CH:4][CH:3]=1.Cl[C:22]1[CH:23]=[C:24]([CH3:32])[C:25]2[N:26]([C:28]([CH3:31])=[N:29][N:30]=2)[N:27]=1.